From a dataset of Catalyst prediction with 721,799 reactions and 888 catalyst types from USPTO. Predict which catalyst facilitates the given reaction. (1) The catalyst class is: 384. Product: [OH:18][C:14]1[CH:13]=[C:12]([C:10]([C:3]2[C:4]3[C:9](=[CH:8][CH:7]=[CH:6][CH:5]=3)[N:1]([CH2:27][C:26]([CH3:28])=[CH2:25])[N:2]=2)=[O:11])[CH:17]=[CH:16][CH:15]=1. Reactant: [NH:1]1[C:9]2[C:4](=[CH:5][CH:6]=[CH:7][CH:8]=2)[C:3]([C:10]([C:12]2[CH:17]=[CH:16][CH:15]=[C:14]([O:18]C)[CH:13]=2)=[O:11])=[N:2]1.[H-].[Na+].[H][H].Br[CH:25]=[C:26]([CH3:28])[CH3:27].[Cl-].[Li+]. (2) Reactant: [Cl:1][C:2]1[C:3]([CH2:8][NH:9][C:10]([CH:12]2[CH2:17][CH2:16][N:15]([CH3:18])[C:14](=[O:19])[CH2:13]2)=O)=[N:4][CH:5]=[CH:6][N:7]=1.CN(C=O)C.P(Cl)(Cl)(Cl)=O.C(=O)(O)[O-].[Na+]. Product: [Cl:1][C:2]1[C:3]2[N:4]([C:10]([CH:12]3[CH2:17][CH2:16][N:15]([CH3:18])[C:14](=[O:19])[CH2:13]3)=[N:9][CH:8]=2)[CH:5]=[CH:6][N:7]=1. The catalyst class is: 10. (3) Reactant: CC([O-])(C)C.[K+].C([O:9][C:10](=O)[CH2:11][N:12]([CH:22]([C:24]1[CH:29]=[CH:28][CH:27]=[CH:26][CH:25]=1)[CH3:23])[CH:13]([CH3:21])[CH2:14][CH2:15][C:16]([O:18][CH2:19][CH3:20])=[O:17])C. Product: [CH3:21][CH:13]1[CH2:14][CH:15]([C:16]([O:18][CH2:19][CH3:20])=[O:17])[C:10](=[O:9])[CH2:11][N:12]1[CH:22]([C:24]1[CH:29]=[CH:28][CH:27]=[CH:26][CH:25]=1)[CH3:23]. The catalyst class is: 11.